The task is: Predict which catalyst facilitates the given reaction.. This data is from Catalyst prediction with 721,799 reactions and 888 catalyst types from USPTO. (1) Reactant: [CH2:1]([O:3][CH:4]([O:22][CH2:23][CH3:24])[CH:5]([C:16]1[CH:21]=[CH:20][CH:19]=[CH:18][CH:17]=1)[CH2:6][C:7]1[CH:12]=[CH:11][CH:10]=[CH:9][C:8]=1[N+:13]([O-])=O)[CH3:2]. Product: [CH2:23]([O:22][CH:4]([O:3][CH2:1][CH3:2])[CH:5]([C:16]1[CH:21]=[CH:20][CH:19]=[CH:18][CH:17]=1)[CH2:6][C:7]1[CH:12]=[CH:11][CH:10]=[CH:9][C:8]=1[NH2:13])[CH3:24].[C:4]([O-:22])(=[O:3])[CH3:5]. The catalyst class is: 285. (2) Reactant: [Cl:1][C:2]1[N:9]=[C:8]([Cl:10])[CH:7]=[CH:6][C:3]=1[C:4]#[N:5].[OH:11]S(O)(=O)=O.O.N. Product: [Cl:1][C:2]1[N:9]=[C:8]([Cl:10])[CH:7]=[CH:6][C:3]=1[C:4]([NH2:5])=[O:11]. The catalyst class is: 6. (3) The catalyst class is: 1. Product: [N:9]1([C:8]2[CH:7]=[CH:6][C:5]([C:14]3[CH2:31][C:30]([C:28]4[CH:27]=[C:26]([Cl:36])[C:25]([Cl:37])=[C:24]([Cl:23])[CH:29]=4)([C:32]([F:35])([F:34])[F:33])[CH2:16][N:15]=3)=[CH:4][C:3]=2[C:1]#[N:2])[CH:13]=[N:12][CH:11]=[N:10]1. Reactant: [C:1]([C:3]1[CH:4]=[C:5]([C:14](SC)=[N:15][CH2:16][Si](C)(C)C)[CH:6]=[CH:7][C:8]=1[N:9]1[CH:13]=[N:12][CH:11]=[N:10]1)#[N:2].[Cl:23][C:24]1[CH:29]=[C:28]([C:30]([C:32]([F:35])([F:34])[F:33])=[CH2:31])[CH:27]=[C:26]([Cl:36])[C:25]=1[Cl:37].[F-].C([N+](CCCC)(CCCC)CCCC)CCC.O. (4) Reactant: [CH:1]([CH:3]1[C:7]2([CH2:12][CH2:11][N:10]([C:13]([O:15][C:16]([CH3:19])([CH3:18])[CH3:17])=[O:14])[CH2:9][CH2:8]2)[CH2:6][CH2:5][CH:4]1[O:20][Si:21]([C:24]([CH3:27])([CH3:26])[CH3:25])([CH3:23])[CH3:22])=[O:2].[CH2:28]([Mg]Br)[CH3:29].C(=O)(O)[O-].[Na+]. Product: [OH:2][CH:1]([CH:3]1[C:7]2([CH2:12][CH2:11][N:10]([C:13]([O:15][C:16]([CH3:19])([CH3:18])[CH3:17])=[O:14])[CH2:9][CH2:8]2)[CH2:6][CH2:5][CH:4]1[O:20][Si:21]([C:24]([CH3:27])([CH3:26])[CH3:25])([CH3:22])[CH3:23])[CH2:28][CH3:29]. The catalyst class is: 116. (5) Reactant: [S:1]1[CH:5]=[CH:4][N:3]=[C:2]1[NH:6][C:7]1[CH:12]=[CH:11][C:10]([NH2:13])=[CH:9][CH:8]=1.[C:14](Cl)(=[O:21])[C:15]1[CH:20]=[CH:19][CH:18]=[CH:17][CH:16]=1.C(N(CC)CC)C. Product: [S:1]1[CH:5]=[CH:4][N:3]=[C:2]1[NH:6][C:7]1[CH:8]=[CH:9][C:10]([NH:13][C:14](=[O:21])[C:15]2[CH:20]=[CH:19][CH:18]=[CH:17][CH:16]=2)=[CH:11][CH:12]=1. The catalyst class is: 2. (6) Reactant: C[Si]([N-][Si](C)(C)C)(C)C.[Li+].F[C:12]1[C:17]([C:18]2[N:23]=[C:22]([CH3:24])[N:21]=[C:20]([N:25]([CH2:35][C:36]3[CH:41]=[CH:40][C:39]([O:42][CH3:43])=[CH:38][CH:37]=3)[CH2:26][C:27]3[CH:32]=[CH:31][C:30]([O:33][CH3:34])=[CH:29][CH:28]=3)[CH:19]=2)=[CH:16][C:15]([CH2:44][N:45]2[CH2:50][CH2:49][N:48]([S:51]([CH3:54])(=[O:53])=[O:52])[CH2:47][CH2:46]2)=[CH:14][N:13]=1.[CH3:55][O:56][C:57]1[N:62]=[CH:61][C:60]([NH2:63])=[CH:59][CH:58]=1. Product: [CH3:34][O:33][C:30]1[CH:31]=[CH:32][C:27]([CH2:26][N:25]([CH2:35][C:36]2[CH:41]=[CH:40][C:39]([O:42][CH3:43])=[CH:38][CH:37]=2)[C:20]2[CH:19]=[C:18]([C:17]3[C:12]([NH:63][C:60]4[CH:61]=[N:62][C:57]([O:56][CH3:55])=[CH:58][CH:59]=4)=[N:13][CH:14]=[C:15]([CH2:44][N:45]4[CH2:50][CH2:49][N:48]([S:51]([CH3:54])(=[O:53])=[O:52])[CH2:47][CH2:46]4)[CH:16]=3)[N:23]=[C:22]([CH3:24])[N:21]=2)=[CH:28][CH:29]=1. The catalyst class is: 1. (7) Reactant: Cl.[NH:2]1[CH2:5][CH2:4][C@H:3]1[C:6]1[N:11]([CH2:12][CH:13]([F:15])[F:14])[C:10](=[O:16])[C:9]2=[C:17]([Cl:20])[CH:18]=[CH:19][N:8]2[N:7]=1.Cl[C:22]1[C:23]2[C:30]([C:31]#[N:32])=[CH:29][NH:28][C:24]=2[N:25]=[CH:26][N:27]=1. Product: [Cl:20][C:17]1[CH:18]=[CH:19][N:8]2[C:9]=1[C:10](=[O:16])[N:11]([CH2:12][CH:13]([F:15])[F:14])[C:6]([C@@H:3]1[CH2:4][CH2:5][N:2]1[C:22]1[C:23]3[C:30]([C:31]#[N:32])=[CH:29][NH:28][C:24]=3[N:25]=[CH:26][N:27]=1)=[N:7]2. The catalyst class is: 114. (8) Reactant: [NH2:1][C:2]1[CH:7]=[CH:6][C:5]([C:8]([N:10]2[CH2:15][CH2:14][CH:13]([NH:16][C:17]3[N:22]=[C:21]([C:23]4[C:31]5[C:26](=[CH:27][CH:28]=[CH:29][CH:30]=5)[N:25]([S:32]([C:35]5[CH:40]=[CH:39][CH:38]=[CH:37][CH:36]=5)(=[O:34])=[O:33])[CH:24]=4)[C:20]([Cl:41])=[CH:19][N:18]=3)[CH2:12][CH2:11]2)=[O:9])=[CH:4][CH:3]=1.C(O)(C(F)(F)F)=O.CCN(C(C)C)C(C)C.[Cl-].Cl[C:60](=[O:67])/[CH:61]=[CH:62]/[CH2:63][NH+:64]([CH3:66])[CH3:65].C(Cl)Cl. Product: [Cl:41][C:20]1[C:21]([C:23]2[C:31]3[C:26](=[CH:27][CH:28]=[CH:29][CH:30]=3)[N:25]([S:32]([C:35]3[CH:36]=[CH:37][CH:38]=[CH:39][CH:40]=3)(=[O:33])=[O:34])[CH:24]=2)=[N:22][C:17]([NH:16][CH:13]2[CH2:12][CH2:11][N:10]([C:8]([C:5]3[CH:4]=[CH:3][C:2]([NH:1][C:60](=[O:67])/[CH:61]=[CH:62]/[CH2:63][N:64]([CH3:66])[CH3:65])=[CH:7][CH:6]=3)=[O:9])[CH2:15][CH2:14]2)=[N:18][CH:19]=1. The catalyst class is: 296. (9) Reactant: [NH2:1][C:2]1[CH:7]=[CH:6][C:5]([OH:8])=[CH:4][CH:3]=1.[H-].[Na+].Cl[C:12]1[CH:17]=[CH:16][N:15]=[C:14]([C:18]([NH:20][CH3:21])=[O:19])[CH:13]=1.C([O-])([O-])=O.[K+].[K+]. Product: [CH3:21][NH:20][C:18]([C:14]1[CH:13]=[C:12]([O:8][C:5]2[CH:6]=[CH:7][C:2]([NH2:1])=[CH:3][CH:4]=2)[CH:17]=[CH:16][N:15]=1)=[O:19]. The catalyst class is: 3. (10) Reactant: [C:1](Cl)(=[O:6])[C:2]([CH3:5])([CH3:4])[CH3:3].[Cl:8][C:9]1[CH:15]=[CH:14][C:12]([NH2:13])=[CH:11][C:10]=1[O:16][CH3:17]. Product: [Cl:8][C:9]1[CH:15]=[CH:14][C:12]([NH:13][C:1](=[O:6])[C:2]([CH3:5])([CH3:4])[CH3:3])=[CH:11][C:10]=1[O:16][CH3:17]. The catalyst class is: 2.